This data is from Reaction yield outcomes from USPTO patents with 853,638 reactions. The task is: Predict the reaction yield, written as a fraction of the theoretical maximum amount of product (1.0 means a 100% yield; for example, 0.34 means a 34% yield). (1) The reactants are [F:1][C:2]([F:25])([F:24])[C:3]1[CH:19]=[C:18]([C:20]([F:23])([F:22])[F:21])[CH:17]=[CH:16][C:4]=1[CH2:5][O:6][C:7]1[CH:14]=[CH:13][C:10]([CH:11]=O)=[C:9]([CH3:15])[CH:8]=1.[S:26]1[CH2:30][C:29](=[O:31])[NH:28][C:27]1=[O:32].N1CCCCC1. The catalyst is C(O)C. The product is [F:1][C:2]([F:24])([F:25])[C:3]1[CH:19]=[C:18]([C:20]([F:23])([F:22])[F:21])[CH:17]=[CH:16][C:4]=1[CH2:5][O:6][C:7]1[CH:14]=[CH:13][C:10](/[CH:11]=[C:30]2/[C:29](=[O:31])[NH:28][C:27](=[O:32])[S:26]/2)=[C:9]([CH3:15])[CH:8]=1. The yield is 0.830. (2) The reactants are O.[NH2:2][NH2:3].[Br:4][C:5]1[CH:22]=[N:21][C:8]2=[N:9][C:10]([NH:14][CH:15]3[CH2:19][CH2:18][N:17]([CH3:20])[CH2:16]3)=[C:11](Cl)[N:12]=[C:7]2[CH:6]=1.[CH3:23]CO. No catalyst specified. The product is [Br:4][C:5]1[CH:22]=[N:21][C:8]2[N:9]=[C:10]([NH:14][CH:15]3[CH2:19][CH2:18][N:17]([CH3:20])[CH2:16]3)[C:11]3[N:12]([CH:23]=[N:2][N:3]=3)[C:7]=2[CH:6]=1. The yield is 0.300. (3) The reactants are [Br:1][C:2]1[CH:17]=[CH:16][C:5]2[C:6]3[N:7]=[C:8]([NH:14][NH2:15])[S:9][C:10]=3[CH2:11][CH2:12][O:13][C:4]=2[CH:3]=1.CN(C)/[CH:20]=[N:21]/[C:22](=O)[C:23]1[CH:28]=[CH:27][C:26]([F:29])=[CH:25][C:24]=1[F:30]. The catalyst is C(O)(=O)C. The product is [Br:1][C:2]1[CH:17]=[CH:16][C:5]2[C:6]3[N:7]=[C:8]([N:14]4[C:22]([C:23]5[CH:28]=[CH:27][C:26]([F:29])=[CH:25][C:24]=5[F:30])=[N:21][CH:20]=[N:15]4)[S:9][C:10]=3[CH2:11][CH2:12][O:13][C:4]=2[CH:3]=1. The yield is 0.650. (4) The reactants are [Li+].[OH-:2].OO.[CH2:5]([N:12]1[CH2:16][C@@H:15]([C:17]2[CH:22]=[CH:21][C:20]([C:23]([F:26])([F:25])[F:24])=[C:19]([F:27])[CH:18]=2)[C@H:14]([C:28](N2[C@H](C3C=CC=CC=3)COC2=O)=[O:29])[CH2:13]1)[C:6]1[CH:11]=[CH:10][CH:9]=[CH:8][CH:7]=1.S([O-])([O-])=O.[Na+].[Na+].OS([O-])(=O)=O.[K+]. The catalyst is C1COCC1. The product is [CH2:5]([N:12]1[CH2:16][C@@H:15]([C:17]2[CH:22]=[CH:21][C:20]([C:23]([F:26])([F:24])[F:25])=[C:19]([F:27])[CH:18]=2)[C@H:14]([C:28]([OH:29])=[O:2])[CH2:13]1)[C:6]1[CH:11]=[CH:10][CH:9]=[CH:8][CH:7]=1. The yield is 0.850.